This data is from Full USPTO retrosynthesis dataset with 1.9M reactions from patents (1976-2016). The task is: Predict the reactants needed to synthesize the given product. (1) The reactants are: Cl.Cl[C:3]1[CH:8]=[CH:7][N:6]=[CH:5][CH:4]=1.CC(C)([O-])C.[Na+].[NH:15]1[C:23]2[C:18](=[CH:19][CH:20]=[CH:21][CH:22]=2)[CH:17]=[CH:16]1.C1C=CC(P(C2C(OC3C(P(C4C=CC=CC=4)C4C=CC=CC=4)=CC=CC=3)=CC=CC=2)C2C=CC=CC=2)=CC=1. Given the product [N:6]1[CH:7]=[CH:8][C:3]([N:15]2[C:23]3[C:18](=[CH:19][CH:20]=[CH:21][CH:22]=3)[CH:17]=[CH:16]2)=[CH:4][CH:5]=1, predict the reactants needed to synthesize it. (2) Given the product [NH2:16][C:4]1[N:3]=[C:2]([NH:17][CH2:18][CH2:19][C:20]2[CH:25]=[CH:24][C:23]([OH:26])=[CH:22][CH:21]=2)[CH:7]=[C:6]([C:8]2[CH:13]=[CH:12][CH:11]=[C:10]([Cl:14])[C:9]=2[Cl:15])[N:5]=1, predict the reactants needed to synthesize it. The reactants are: Cl[C:2]1[CH:7]=[C:6]([C:8]2[CH:13]=[CH:12][CH:11]=[C:10]([Cl:14])[C:9]=2[Cl:15])[N:5]=[C:4]([NH2:16])[N:3]=1.[NH2:17][CH2:18][CH2:19][C:20]1[CH:25]=[CH:24][C:23]([OH:26])=[CH:22][CH:21]=1. (3) The reactants are: [F:1][C:2]1[CH:7]=[CH:6][C:5]([C:8](=O)[CH2:9][C:10](=O)[CH3:11])=[CH:4][CH:3]=1.S(=O)(=O)(O)O.[C:19]1([CH2:25][CH2:26][NH:27][NH2:28])[CH:24]=[CH:23][CH:22]=[CH:21][CH:20]=1.C(N(CC)CC)C.FC(F)(F)C(O)=O. Given the product [F:1][C:2]1[CH:7]=[CH:6][C:5]([C:8]2[N:27]([CH2:26][CH2:25][C:19]3[CH:24]=[CH:23][CH:22]=[CH:21][CH:20]=3)[N:28]=[C:10]([CH3:11])[CH:9]=2)=[CH:4][CH:3]=1, predict the reactants needed to synthesize it. (4) Given the product [F:3][C:4]1[CH:9]=[C:8]([O:10][C:11]2[C:16]3[CH:17]=[CH:18][O:19][C:15]=3[CH:14]=[CH:13][N:12]=2)[CH:7]=[CH:6][C:5]=1[C:20]1[C:24]([CH3:25])=[N:2][NH:1][C:22](=[O:23])[C:21]=1[CH3:28], predict the reactants needed to synthesize it. The reactants are: [NH2:1][NH2:2].[F:3][C:4]1[CH:9]=[C:8]([O:10][C:11]2[C:16]3[CH:17]=[CH:18][O:19][C:15]=3[CH:14]=[CH:13][N:12]=2)[CH:7]=[CH:6][C:5]=1[C:20]1[C:24](O)([CH3:25])[O:23][C:22](=O)[C:21]=1[CH3:28]. (5) Given the product [CH2:37]([O:44][C:45]([N:47]1[CH2:48][CH:49]2[CH2:54][CH:53]([CH2:55][O:17][C:11]3[CH:10]=[C:9]4[C:14]([C:5]([O:4][C:3]5[CH:18]=[CH:19][C:20]([N+:22]([O-:24])=[O:23])=[CH:21][C:2]=5[F:1])=[CH:6][CH:7]=[N:8]4)=[CH:13][C:12]=3[O:15][CH3:16])[CH2:52][CH:50]2[CH2:51]1)=[O:46])[C:38]1[CH:39]=[CH:40][CH:41]=[CH:42][CH:43]=1, predict the reactants needed to synthesize it. The reactants are: [F:1][C:2]1[CH:21]=[C:20]([N+:22]([O-:24])=[O:23])[CH:19]=[CH:18][C:3]=1[O:4][C:5]1[C:14]2[C:9](=[CH:10][C:11]([OH:17])=[C:12]([O:15][CH3:16])[CH:13]=2)[N:8]=[CH:7][CH:6]=1.CC(N(C)C)=O.C(=O)([O-])[O-].[Cs+].[Cs+].[CH2:37]([O:44][C:45]([N:47]1[CH2:51][CH:50]2[CH2:52][CH:53]([CH2:55]OS(C)(=O)=O)[CH2:54][CH:49]2[CH2:48]1)=[O:46])[C:38]1[CH:43]=[CH:42][CH:41]=[CH:40][CH:39]=1. (6) Given the product [Cl:1][C:2]1[CH:3]=[CH:4][C:5]([N:15]2[CH:16]=[C:12]([CH3:11])[N:13]=[CH:14]2)=[C:6]([CH:9]=1)[C:7]#[N:8], predict the reactants needed to synthesize it. The reactants are: [Cl:1][C:2]1[CH:3]=[CH:4][C:5](F)=[C:6]([CH:9]=1)[C:7]#[N:8].[CH3:11][C:12]1[N:13]=[CH:14][NH:15][CH:16]=1.C(=O)([O-])[O-].[K+].[K+]. (7) The reactants are: [CH2:1]([O:3][C:4]([N:6]1[CH2:11][CH2:10][N:9]([CH2:12][C:13]#[CH:14])[CH2:8][CH2:7]1)=[O:5])[CH3:2].I[C:16]1[CH:21]=[CH:20][CH:19]=[C:18]([O:22][CH3:23])[CH:17]=1.O. Given the product [CH2:1]([O:3][C:4]([N:6]1[CH2:7][CH2:8][N:9]([CH2:12][C:13]#[C:14][C:16]2[CH:21]=[CH:20][CH:19]=[C:18]([O:22][CH3:23])[CH:17]=2)[CH2:10][CH2:11]1)=[O:5])[CH3:2], predict the reactants needed to synthesize it. (8) Given the product [S:18]1[C:19]([C:8]2[C:7]3=[N:6][S:5][N:4]=[C:3]3[C:2]([Br:11])=[CH:1][N:9]=2)=[CH:20][C:21]2[CH:26]=[CH:25][CH:24]=[CH:23][C:22]1=2, predict the reactants needed to synthesize it. The reactants are: [CH:1]1[N:9]=[C:8](Br)[C:7]2[C:3](=[N:4][S:5][N:6]=2)[C:2]=1[Br:11].C([O-])([O-])=O.[Na+].[Na+].[S:18]1[C:22]2[CH:23]=[CH:24][CH:25]=[CH:26][C:21]=2[CH:20]=[C:19]1B(O)O. (9) Given the product [Cl:1][C:2]1[CH:7]=[CH:6][C:5]([CH:8]2[CH2:13][CH:12]([C:14]([OH:16])=[O:15])[CH2:11][CH2:10][N:9]2[C:18]([O:20][CH3:21])=[O:19])=[CH:4][CH:3]=1, predict the reactants needed to synthesize it. The reactants are: [Cl:1][C:2]1[CH:7]=[CH:6][C:5]([CH:8]2[CH2:13][CH:12]([C:14]([O:16]C)=[O:15])[CH2:11][CH2:10][N:9]2[C:18]([O:20][CH3:21])=[O:19])=[CH:4][CH:3]=1.C(#N)C.[Br-].[Li+].CCN(CC)CC. (10) Given the product [O:20]=[C:21]([O-:32])[C@@H:22]([C@H:24]([C@@H:26]([C@@H:28]([CH2:30][OH:31])[OH:29])[OH:27])[OH:25])[OH:23].[Na+:33].[O:20]=[C:21]([O-:32])[C@@H:22]([C@H:24]([C@@H:26]([C@@H:28]([CH2:30][OH:31])[OH:29])[OH:27])[OH:25])[OH:23], predict the reactants needed to synthesize it. The reactants are: C([O-])(=O)C(C)O.[Ca+2].C([O-])(=O)C(C)O.C([O-])(=O)C(C)O.[O:20]=[C:21]([O-:32])[C@@H:22]([C@H:24]([C@@H:26]([C@@H:28]([CH2:30][OH:31])[OH:29])[OH:27])[OH:25])[OH:23].[Na+:33].